From a dataset of Full USPTO retrosynthesis dataset with 1.9M reactions from patents (1976-2016). Predict the reactants needed to synthesize the given product. (1) The reactants are: [C:1]1([NH:7][C:8]2[CH:16]=[CH:15][C:11]([C:12]([OH:14])=O)=[CH:10][CH:9]=2)[CH:6]=[CH:5][CH:4]=[CH:3][CH:2]=1.Cl.[Cl:18][C:19]1[CH:20]=[C:21]2[C:25](=[CH:26][CH:27]=1)[NH:24][CH:23]=[C:22]2[CH2:28][CH2:29][NH2:30].CN(C(ON1N=NC2C=CC=NC1=2)=[N+](C)C)C.F[P-](F)(F)(F)(F)F.C(N(CC)C(C)C)(C)C. Given the product [Cl:18][C:19]1[CH:20]=[C:21]2[C:25](=[CH:26][CH:27]=1)[NH:24][CH:23]=[C:22]2[CH2:28][CH2:29][NH:30][C:12](=[O:14])[C:11]1[CH:10]=[CH:9][C:8]([NH:7][C:1]2[CH:2]=[CH:3][CH:4]=[CH:5][CH:6]=2)=[CH:16][CH:15]=1, predict the reactants needed to synthesize it. (2) Given the product [CH2:17]1[C:11]2[C:10]3[C:18](=[O:19])[N:3]4[CH:4]=[CH:5][CH:6]=[CH:7][C:2]4=[N:8][C:9]=3[S:13][C:12]=2[CH2:14][CH2:15][CH2:16]1, predict the reactants needed to synthesize it. The reactants are: Br[C:2]1[CH:7]=[CH:6][CH:5]=[CH:4][N:3]=1.[NH2:8][C:9]1[S:13][C:12]2[CH2:14][CH2:15][CH2:16][CH2:17][C:11]=2[C:10]=1[C:18](OCC)=[O:19]. (3) Given the product [F:1][CH:2]([F:41])[C:3]1[N:7]([C:8]2[CH:13]=[C:12]([N:14]3[CH2:55][CH2:54][O:53][CH2:51][CH2:52]3)[N:11]=[C:10]([NH:20][CH2:21][CH:22]3[CH2:27][CH2:26][N:25]([CH:28]4[CH2:32][CH2:31][CH2:30][CH:29]4[C:46]([OH:42])([CH3:45])[CH3:47])[CH2:24][CH2:23]3)[N:9]=2)[C:6]2[CH:37]=[CH:38][CH:39]=[CH:40][C:5]=2[N:4]=1, predict the reactants needed to synthesize it. The reactants are: [F:1][CH:2]([F:41])[C:3]1[N:7]([C:8]2[CH:13]=[C:12]([N:14]3CCOCC3)[N:11]=[C:10]([NH:20][CH2:21][CH:22]3[CH2:27][CH2:26][N:25]([CH:28]4[CH2:32][CH2:31][CH2:30][CH:29]4C(OC)=O)[CH2:24][CH2:23]3)[N:9]=2)[C:6]2[CH:37]=[CH:38][CH:39]=[CH:40][C:5]=2[N:4]=1.[O:42]1[CH2:46][CH2:45]CC1.[CH3:47][Li].[Cl-].[NH4+].[CH2:51]([O:53][CH2:54][CH3:55])[CH3:52]. (4) Given the product [OH:18][C:13]1[CH:14]=[C:1]([O:2][CH2:3][O:4][CH3:5])[CH:16]=[C:11]([O:10][CH2:22][O:8][CH3:6])[C:12]=1[C:19](=[O:21])[CH3:20], predict the reactants needed to synthesize it. The reactants are: [CH3:1][O:2][CH2:3][O:4][CH3:5].[C:6](Cl)(=[O:8])C.[OH:10][C:11]1[CH:16]=C(O)[CH:14]=[C:13]([OH:18])[C:12]=1[C:19](=[O:21])[CH3:20].[CH3:22]CN(C(C)C)C(C)C. (5) Given the product [Br:1][C:2]1[CH:7]=[C:6]2[C:5](=[CH:4][CH:3]=1)[O:17][C:18]([CH2:19][CH2:20][CH3:21])=[C:9]([C:10]1[CH:15]=[CH:14][CH:13]=[CH:12][CH:11]=1)[C:8]2=[O:16], predict the reactants needed to synthesize it. The reactants are: [Br:1][C:2]1[CH:3]=[CH:4][C:5]([OH:17])=[C:6]([C:8](=[O:16])[CH2:9][C:10]2[CH:15]=[CH:14][CH:13]=[CH:12][CH:11]=2)[CH:7]=1.[C:18](O[C:18](=O)[CH2:19][CH2:20][CH3:21])(=O)[CH2:19][CH2:20][CH3:21].Cl. (6) Given the product [CH2:1]([N:8]1[CH2:9][CH2:10][C:11](=[CH2:12])[C:15]2[N:16]=[C:17]([Cl:20])[CH:18]=[CH:19][C:14]=2[CH2:13]1)[C:2]1[CH:7]=[CH:6][CH:5]=[CH:4][CH:3]=1, predict the reactants needed to synthesize it. The reactants are: [CH2:1]([N:8]([CH2:13][C:14]1[C:15](Cl)=[N:16][C:17]([Cl:20])=[CH:18][CH:19]=1)[CH2:9][CH2:10][CH:11]=[CH2:12])[C:2]1[CH:7]=[CH:6][CH:5]=[CH:4][CH:3]=1.C(=O)([O-])[O-].[K+].[K+].CC1C=CC=CC=1P(C1C=CC=CC=1C)C1C=CC=CC=1C.